This data is from Catalyst prediction with 721,799 reactions and 888 catalyst types from USPTO. The task is: Predict which catalyst facilitates the given reaction. (1) Reactant: C(C1C=CC2[N:7](C(CNC(=O)OC(C)(C)C)=NN=2)N=1)=O.[CH:21]([C:23]1[CH:24]=[CH:25][C:26]2[N:27]([C:29]([CH2:32][NH:33]C(=O)OC(C)(C)C)=[N:30][N:31]=2)[N:28]=1)=[CH2:22].O.I([O-])(=O)(=O)=O.[Na+].[CH2:48]1[CH2:52][O:51][CH2:50][CH2:49]1. Product: [CH:48]1([C:52]2[O:51][N:7]=[C:21]([C:23]3[CH:24]=[CH:25][C:26]4[N:27]([C:29]([CH2:32][NH2:33])=[N:30][N:31]=4)[N:28]=3)[CH:22]=2)[CH2:49][CH2:50]1. The catalyst class is: 771. (2) Reactant: Cl[C:2]1[CH:3]=[C:4]([C:26]([O:28][CH2:29][CH3:30])=[O:27])[C:5]2[C:10]([CH3:11])=[N:9][N:8]([CH2:12][C:13]3[CH:18]=[CH:17][C:16]([O:19][C:20]4[CH:25]=[CH:24][CH:23]=[CH:22][CH:21]=4)=[CH:15][CH:14]=3)[C:6]=2[N:7]=1.[NH2:31][CH2:32][C:33]1[O:34][CH:35]=[CH:36][CH:37]=1.CC(O)C. Product: [O:34]1[CH:35]=[CH:36][CH:37]=[C:33]1[CH2:32][NH:31][C:2]1[CH:3]=[C:4]([C:26]([O:28][CH2:29][CH3:30])=[O:27])[C:5]2[C:10]([CH3:11])=[N:9][N:8]([CH2:12][C:13]3[CH:14]=[CH:15][C:16]([O:19][C:20]4[CH:25]=[CH:24][CH:23]=[CH:22][CH:21]=4)=[CH:17][CH:18]=3)[C:6]=2[N:7]=1. The catalyst class is: 6. (3) Reactant: [CH3:1][C:2]1([C:19]2[CH:20]=[C:21]([CH3:25])[CH:22]=[CH:23][CH:24]=2)[CH2:10][C:9]2[C:4](=[CH:5][CH:6]=[CH:7][CH:8]=2)[C:3]1([CH:12]1[CH2:17][CH2:16][N:15]([CH3:18])[CH2:14][CH2:13]1)O. Product: [CH3:18][N:15]1[CH2:14][CH2:13][C:12](=[C:3]2[C:4]3[C:9](=[CH:8][CH:7]=[CH:6][CH:5]=3)[CH2:10][C:2]2([CH3:1])[C:19]2[CH:20]=[C:21]([CH3:25])[CH:22]=[CH:23][CH:24]=2)[CH2:17][CH2:16]1. The catalyst class is: 12.